Task: Predict the product of the given reaction.. Dataset: Forward reaction prediction with 1.9M reactions from USPTO patents (1976-2016) Given the reactants [S:1]1[CH:5]=[CH:4][C:3]([CH2:6][C:7]([O:9][CH3:10])=[O:8])=[CH:2]1.[Li+].C[Si]([N-][Si](C)(C)C)(C)C.Br[CH2:22][N:23]1[C:27](=[O:28])[C:26]2=[CH:29][CH:30]=[CH:31][CH:32]=[C:25]2[C:24]1=[O:33].C([O-])(O)=O.[Na+], predict the reaction product. The product is: [O:33]=[C:24]1[C:25]2[C:26](=[CH:29][CH:30]=[CH:31][CH:32]=2)[C:27](=[O:28])[N:23]1[CH2:22][CH:6]([C:3]1[CH:4]=[CH:5][S:1][CH:2]=1)[C:7]([O:9][CH3:10])=[O:8].